This data is from Peptide-MHC class I binding affinity with 185,985 pairs from IEDB/IMGT. The task is: Regression. Given a peptide amino acid sequence and an MHC pseudo amino acid sequence, predict their binding affinity value. This is MHC class I binding data. The peptide sequence is SMYPSCCCT. The MHC is HLA-A02:02 with pseudo-sequence HLA-A02:02. The binding affinity (normalized) is 0.146.